Task: Regression. Given two drug SMILES strings and cell line genomic features, predict the synergy score measuring deviation from expected non-interaction effect.. Dataset: NCI-60 drug combinations with 297,098 pairs across 59 cell lines (1) Drug 1: C1CC(=O)NC(=O)C1N2CC3=C(C2=O)C=CC=C3N. Drug 2: C1=CC(=C2C(=C1NCCNCCO)C(=O)C3=C(C=CC(=C3C2=O)O)O)NCCNCCO. Cell line: MOLT-4. Synergy scores: CSS=56.0, Synergy_ZIP=-0.479, Synergy_Bliss=-3.42, Synergy_Loewe=-31.5, Synergy_HSA=-4.60. (2) Drug 1: C1=CC(=C2C(=C1NCCNCCO)C(=O)C3=C(C=CC(=C3C2=O)O)O)NCCNCCO. Drug 2: CC1CCCC2(C(O2)CC(NC(=O)CC(C(C(=O)C(C1O)C)(C)C)O)C(=CC3=CSC(=N3)C)C)C. Cell line: SK-MEL-28. Synergy scores: CSS=28.4, Synergy_ZIP=-11.0, Synergy_Bliss=-4.53, Synergy_Loewe=-7.06, Synergy_HSA=-6.79. (3) Drug 1: COC1=C(C=C2C(=C1)N=CN=C2NC3=CC(=C(C=C3)F)Cl)OCCCN4CCOCC4. Drug 2: CNC(=O)C1=NC=CC(=C1)OC2=CC=C(C=C2)NC(=O)NC3=CC(=C(C=C3)Cl)C(F)(F)F. Cell line: NCI-H460. Synergy scores: CSS=31.1, Synergy_ZIP=-0.255, Synergy_Bliss=-1.39, Synergy_Loewe=-2.30, Synergy_HSA=-1.68. (4) Cell line: SF-539. Drug 2: CN1C2=C(C=C(C=C2)N(CCCl)CCCl)N=C1CCCC(=O)O.Cl. Synergy scores: CSS=18.8, Synergy_ZIP=-4.55, Synergy_Bliss=-2.68, Synergy_Loewe=-20.1, Synergy_HSA=-2.23. Drug 1: CC1OCC2C(O1)C(C(C(O2)OC3C4COC(=O)C4C(C5=CC6=C(C=C35)OCO6)C7=CC(=C(C(=C7)OC)O)OC)O)O. (5) Drug 1: C1=C(C(=O)NC(=O)N1)N(CCCl)CCCl. Drug 2: CCN(CC)CCNC(=O)C1=C(NC(=C1C)C=C2C3=C(C=CC(=C3)F)NC2=O)C. Cell line: SK-MEL-28. Synergy scores: CSS=8.78, Synergy_ZIP=-1.17, Synergy_Bliss=3.96, Synergy_Loewe=-1.93, Synergy_HSA=-1.51. (6) Drug 1: COC1=CC(=CC(=C1O)OC)C2C3C(COC3=O)C(C4=CC5=C(C=C24)OCO5)OC6C(C(C7C(O6)COC(O7)C8=CC=CS8)O)O. Drug 2: C(=O)(N)NO. Cell line: SF-268. Synergy scores: CSS=30.6, Synergy_ZIP=6.01, Synergy_Bliss=8.95, Synergy_Loewe=-1.76, Synergy_HSA=8.47. (7) Synergy scores: CSS=40.1, Synergy_ZIP=2.10, Synergy_Bliss=-0.698, Synergy_Loewe=-0.936, Synergy_HSA=0.0290. Drug 1: C1=NC2=C(N=C(N=C2N1C3C(C(C(O3)CO)O)F)Cl)N. Drug 2: CN(CCCl)CCCl.Cl. Cell line: NCI-H460.